This data is from Experimentally validated miRNA-target interactions with 360,000+ pairs, plus equal number of negative samples. The task is: Binary Classification. Given a miRNA mature sequence and a target amino acid sequence, predict their likelihood of interaction. (1) The miRNA is hsa-miR-154-3p with sequence AAUCAUACACGGUUGACCUAUU. The protein sequence of the target gene is MKLLCLVAVVGCLLVPPAQANKSSEDIRCKCICPPYRNISGHIYNQNVSQKDCNCLHVVEPMPVPGHDVEAYCLLCECRYEERSTTTIKVIIVIYLSVVGALLLYMAFLMLVDPLIRKPDAYTEQLHNEEENEDARTMATAAASIGGPRANTVLERVEGAQQRWKLQVQEQRKTVFDRHKMLS. Result: 0 (no interaction). (2) The miRNA is hsa-miR-1468-3p with sequence AGCAAAAUAAGCAAAUGGAAAA. The protein sequence of the target gene is MEQAVHGESKRGQVTGTHLTNDISKAKKCTVIGGSGFLGQHMVEQLLERGYTVNVFDIHQGFDNPRVQFFIGDLCNQQDLYPALKGVSTVFHCASPPPYSNNKELFYRVNFIGTKTVIETCREAGVQKLILTSSASVVFEGVDIKNGTEDLPYAMKPIDYYTETKILQERAVLDANDPKKNFLTAAIRPHGIFGPRDPQLVPILIDAARKGKMKFMIGNGENLVDFTFVENVVHGHILAAEHLSQDAALGGKAFHITNDEPIPFWTFLSRILTGLNYEAPKYHIPYWMAYYLAFLLSLLV.... Result: 0 (no interaction). (3) The miRNA is rno-miR-181a-5p with sequence AACAUUCAACGCUGUCGGUGAGU. The protein sequence of the target gene is MGIDGETVVLKNMLIGVNLILLGSMLKPSECRLEVTTERAQRQTVEEEGGASSYNTSSKEQPMVFNHVYNINVPLESLCSSGLEASAEQDMSAEDDTLAEYIGQTSDHESQVTFTHKINLPKKACPCASSSQVLQELLSRIEMLEREVSLLRDQCNTNCCQESAATGQLDYVPHCSGHGNFSFESCGCICNEGWFGKNCSEPYCPLGCSSRGVCVDGQCICDSEYSGDDCSELRCPTDCSSRGLCVDGECVCEEPYTGEDCRELRCPGDCSGKGQCANGTCLCQEGYAGEDCSQRRCLNA.... Result: 0 (no interaction).